From a dataset of Reaction yield outcomes from USPTO patents with 853,638 reactions. Predict the reaction yield, written as a fraction of the theoretical maximum amount of product (1.0 means a 100% yield; for example, 0.34 means a 34% yield). (1) The product is [F:1][C:2]1[CH:7]=[C:6]([F:8])[CH:5]=[CH:4][C:3]=1[N:9]1[C:13]([C:14]2[S:23][C:22]3[C:21]4[CH:24]=[C:25]([C:28]([N:68]5[CH2:69][CH2:70][C@H:66]([N:65]([CH3:71])[CH3:64])[CH2:67]5)=[O:29])[CH:26]=[CH:27][C:20]=4[O:19][CH2:18][CH2:17][C:16]=3[CH:15]=2)=[N:12][CH:11]=[N:10]1. The reactants are [F:1][C:2]1[CH:7]=[C:6]([F:8])[CH:5]=[CH:4][C:3]=1[N:9]1[C:13]([C:14]2[S:23][C:22]3[C:21]4[CH:24]=[C:25]([C:28](O)=[O:29])[CH:26]=[CH:27][C:20]=4[O:19][CH2:18][CH2:17][C:16]=3[CH:15]=2)=[N:12][CH:11]=[N:10]1.CN(C(ON1N=NC2C=CC=NC1=2)=[N+](C)C)C.F[P-](F)(F)(F)(F)F.CCN(C(C)C)C(C)C.[CH3:64][N:65]([CH3:71])[CH:66]1[CH2:70][CH2:69][NH:68][CH2:67]1. The yield is 0.580. The catalyst is CN(C=O)C.CCOC(C)=O. (2) The reactants are [OH-:1].[Na+].S(O)(O)(=O)=O.[NH2:8]O.[Cl:10][C:11]1[CH:12]=[C:13]([C:18]([C:36]([F:39])([F:38])[F:37])=[CH:19][C:20]([C:22]2[C:31]3[C:26](=[CH:27][CH:28]=[CH:29][CH:30]=3)[C:25]([C:32]([O:34][CH3:35])=[O:33])=[CH:24][CH:23]=2)=O)[CH:14]=[C:15]([Cl:17])[CH:16]=1. The catalyst is O.O1CCCC1.CO. The product is [Cl:10][C:11]1[CH:12]=[C:13]([C:18]2([C:36]([F:39])([F:38])[F:37])[O:1][N:8]=[C:20]([C:22]3[C:31]4[C:26](=[CH:27][CH:28]=[CH:29][CH:30]=4)[C:25]([C:32]([O:34][CH3:35])=[O:33])=[CH:24][CH:23]=3)[CH2:19]2)[CH:14]=[C:15]([Cl:17])[CH:16]=1. The yield is 0.870. (3) The reactants are [CH2:1]([O:8][C:9]1[CH:14]=[CH:13][N:12]([C:15]2[CH:16]=[CH:17][C:18]3[C:19]4[CH2:28][NH:27][CH2:26][CH2:25][C:20]=4[N:21]([CH3:24])[C:22]=3[CH:23]=2)[C:11](=[O:29])[CH:10]=1)[C:2]1[CH:7]=[CH:6][CH:5]=[CH:4][CH:3]=1.I[CH2:31][CH2:32][OH:33].C(N(CC)CC)C.[ClH:41]. The catalyst is CC#N. The product is [ClH:41].[ClH:41].[CH2:1]([O:8][C:9]1[CH:14]=[CH:13][N:12]([C:15]2[CH:16]=[CH:17][C:18]3[C:19]4[CH2:28][N:27]([CH2:31][CH2:32][OH:33])[CH2:26][CH2:25][C:20]=4[N:21]([CH3:24])[C:22]=3[CH:23]=2)[C:11](=[O:29])[CH:10]=1)[C:2]1[CH:3]=[CH:4][CH:5]=[CH:6][CH:7]=1. The yield is 0.270. (4) The reactants are [Br:1][C:2]1[CH:3]=[N:4][CH:5]=[C:6]([CH:10]=1)[C:7](Cl)=[O:8].[CH3:11][NH:12][CH3:13].C1COCC1. The product is [Br:1][C:2]1[CH:3]=[N:4][CH:5]=[C:6]([CH:10]=1)[C:7]([N:12]([CH3:13])[CH3:11])=[O:8]. The yield is 0.890. The catalyst is N1C=CC=CC=1. (5) The reactants are Br[C:2]1[S:3][C:4]([C:14]([O:16][CH2:17][CH3:18])=[O:15])=[C:5]([C:7]2[CH:12]=[N:11][C:10]([Cl:13])=[CH:9][N:8]=2)[N:6]=1.[Cl:19][C:20]1[C:24]([Cl:25])=[C:23]([CH3:26])[NH:22][C:21]=1[C:27]([NH:29][C@@H:30]1[CH2:35][CH2:34][NH:33][CH2:32][C@@H:31]1[CH3:36])=[O:28].C(N(CC)C(C)C)(C)C.O. The catalyst is CN1CCCC1=O. The product is [Cl:13][C:10]1[N:11]=[CH:12][C:7]([C:5]2[N:6]=[C:2]([N:33]3[CH2:34][CH2:35][C@@H:30]([NH:29][C:27]([C:21]4[NH:22][C:23]([CH3:26])=[C:24]([Cl:25])[C:20]=4[Cl:19])=[O:28])[C@@H:31]([CH3:36])[CH2:32]3)[S:3][C:4]=2[C:14]([O:16][CH2:17][CH3:18])=[O:15])=[N:8][CH:9]=1. The yield is 0.780. (6) The reactants are [Cl:1][C:2]1[CH:7]=[CH:6][C:5]([S:8]([NH:11][C@@H:12]([C:20]2[CH2:24][C:23](=[O:25])[O:22][N:21]=2)[CH2:13][C:14]2[CH:19]=[CH:18][CH:17]=[CH:16][CH:15]=2)(=[O:10])=[O:9])=[CH:4][CH:3]=1.[CH3:26][Si](CNN)(C)C.O. The catalyst is C(OCC)C. The product is [Cl:1][C:2]1[CH:7]=[CH:6][C:5]([S:8]([NH:11][C@@H:12]([C:20]2[CH:24]=[C:23]([O:25][CH3:26])[O:22][N:21]=2)[CH2:13][C:14]2[CH:19]=[CH:18][CH:17]=[CH:16][CH:15]=2)(=[O:10])=[O:9])=[CH:4][CH:3]=1. The yield is 0.220. (7) The reactants are [CH3:1][O:2][C:3]1[CH:8]=[CH:7][C:6]([Mg]Br)=[CH:5][CH:4]=1.[N:11]12[CH2:18][CH2:17][C:14]([C:19]([O:21]CC)=O)([CH2:15][CH2:16]1)[CH2:13][CH2:12]2. The catalyst is C1COCC1. The product is [N:11]12[CH2:12][CH2:13][C:14]([C:19]([C:6]3[CH:7]=[CH:8][C:3]([O:2][CH3:1])=[CH:4][CH:5]=3)([C:6]3[CH:7]=[CH:8][C:3]([O:2][CH3:1])=[CH:4][CH:5]=3)[OH:21])([CH2:15][CH2:16]1)[CH2:17][CH2:18]2. The yield is 0.890. (8) The reactants are [CH2:1]([O:3][C:4]1[CH:9]=[CH:8][C:7]([S:10](Cl)(=[O:12])=[O:11])=[CH:6][C:5]=1[C:14]1[NH:19][C:18](=[O:20])[C:17]2=[C:21]([CH3:27])[N:22]=[C:23]([CH2:24][CH2:25][CH3:26])[N:16]2[N:15]=1)[CH3:2].FC(F)(F)C(O)=O.[CH3:35][N:36]1[O:40][NH+:39]([O-:41])[CH:38]=[C:37]1[C:42]([N:44]1[CH2:49][CH2:48][NH:47][CH2:46][CH2:45]1)=[O:43].C(N(CC)CC)C. The catalyst is ClCCl. The product is [CH2:1]([O:3][C:4]1[CH:9]=[CH:8][C:7]([S:10]([N:47]2[CH2:46][CH2:45][N:44]([C:42]([C:37]3[N:36]([CH3:35])[O:40][NH+:39]([O-:41])[CH:38]=3)=[O:43])[CH2:49][CH2:48]2)(=[O:12])=[O:11])=[CH:6][C:5]=1[C:14]1[NH:19][C:18](=[O:20])[C:17]2=[C:21]([CH3:27])[N:22]=[C:23]([CH2:24][CH2:25][CH3:26])[N:16]2[N:15]=1)[CH3:2]. The yield is 0.740. (9) The catalyst is C1(C)C=CC=CC=1.CO.C1C=CC([P]([Pd]([P](C2C=CC=CC=2)(C2C=CC=CC=2)C2C=CC=CC=2)([P](C2C=CC=CC=2)(C2C=CC=CC=2)C2C=CC=CC=2)[P](C2C=CC=CC=2)(C2C=CC=CC=2)C2C=CC=CC=2)(C2C=CC=CC=2)C2C=CC=CC=2)=CC=1. The yield is 0.720. The product is [CH2:16]([O:18][C:19]1[CH:24]=[C:23]([C:2]2[CH:8]=[CH:7][C:5]([NH2:6])=[C:4]([F:9])[CH:3]=2)[CH:22]=[CH:21][CH:20]=1)[CH3:17]. The reactants are Br[C:2]1[CH:8]=[CH:7][C:5]([NH2:6])=[C:4]([F:9])[CH:3]=1.C([O-])([O-])=O.[K+].[K+].[CH2:16]([O:18][C:19]1[CH:20]=[C:21](B(O)O)[CH:22]=[CH:23][CH:24]=1)[CH3:17].C(OCC)(=O)C. (10) The reactants are [Li+].[Cl-].[CH:3]1[C:12]2[C:7](=[CH:8][CH:9]=[CH:10][CH:11]=2)[CH:6]=[CH:5][N:4]=1.[I:13]I. The catalyst is C1COCC1. The product is [I:13][C:3]1[C:12]2[C:7](=[CH:8][CH:9]=[CH:10][CH:11]=2)[CH:6]=[CH:5][N:4]=1. The yield is 0.960.